Dataset: Full USPTO retrosynthesis dataset with 1.9M reactions from patents (1976-2016). Task: Predict the reactants needed to synthesize the given product. (1) The reactants are: C(OC1C=CC(C[C@H](NC([C@@H](/C=C/CCCCCCC(F)(F)CCCCCCC)[C@@](O)(CCC)C(O)=O)=O)C(O)=O)=CC=1)C#CC.[F:47][C:48]1[CH:53]=[CH:52][CH:51]=[CH:50][C:49]=1[C:54]1[CH:59]=[CH:58][C:57]([CH2:60][C@H:61]([NH:66][C:67]([C@@H:69](/[CH:79]=[CH:80]/[CH2:81][CH2:82][CH2:83][CH2:84][CH2:85][CH2:86][S:87]([CH2:90][CH2:91][CH2:92][CH2:93][CH2:94][CH2:95][CH3:96])(=[O:89])=[O:88])[C@@:70]([OH:78])([CH2:74][CH2:75][O:76][CH3:77])[C:71]([OH:73])=[O:72])=[O:68])[C:62]([O:64]C)=[O:63])=[CH:56][CH:55]=1. Given the product [C:62]([C@@H:61]([NH:66][C:67]([C@@H:69](/[CH:79]=[CH:80]/[CH2:81][CH2:82][CH2:83][CH2:84][CH2:85][CH2:86][S:87]([CH2:90][CH2:91][CH2:92][CH2:93][CH2:94][CH2:95][CH3:96])(=[O:88])=[O:89])[C@@:70]([OH:78])([CH2:74][CH2:75][O:76][CH3:77])[C:71]([OH:73])=[O:72])=[O:68])[CH2:60][C:57]1[CH:58]=[CH:59][C:54]([C:49]2[CH:50]=[CH:51][CH:52]=[CH:53][C:48]=2[F:47])=[CH:55][CH:56]=1)([OH:64])=[O:63], predict the reactants needed to synthesize it. (2) Given the product [NH2:25][NH:26][C:27]([NH2:29])=[O:28].[C:1]([Si:5]([CH3:24])([CH3:23])[O:6][CH2:7][CH2:8][N:9]1[C:13]([CH3:14])=[CH:12][C:11]([C:15]2[CH:16]=[CH:17][C:18]([CH3:22])=[C:19]([NH2:21])[CH:20]=2)=[N:10]1)([CH3:3])([CH3:2])[CH3:4], predict the reactants needed to synthesize it. The reactants are: [C:1]([Si:5]([CH3:24])([CH3:23])[O:6][CH2:7][CH2:8][N:9]1[C:13]([CH3:14])=[CH:12][C:11]([C:15]2[CH:16]=[CH:17][C:18]([CH3:22])=[C:19]([NH2:21])[CH:20]=2)=[N:10]1)([CH3:4])([CH3:3])[CH3:2].[NH2:25][NH:26][C:27]([NH2:29])=[O:28].C(Cl)(Cl)=O.NN. (3) Given the product [F:8][C:4]1[N:3]=[C:2]([CH:20]([CH3:21])[C:19]([O:23][CH2:24][CH3:25])=[O:22])[CH:7]=[CH:6][CH:5]=1, predict the reactants needed to synthesize it. The reactants are: F[C:2]1[CH:7]=[CH:6][CH:5]=[C:4]([F:8])[N:3]=1.C[Si]([N-][Si](C)(C)C)(C)C.[K+].[C:19]([O:23][CH2:24][CH3:25])(=[O:22])[CH2:20][CH3:21].C(Cl)Cl. (4) Given the product [C:14]([O:18][C:19]([N:20]1[CH2:24][CH2:25][C:11]([C:12]#[N:13])([C:8]2[CH:9]=[CH:10][C:5]([S:4][CH3:3])=[CH:6][CH:7]=2)[CH2:22][CH2:21]1)=[O:27])([CH3:17])([CH3:16])[CH3:15], predict the reactants needed to synthesize it. The reactants are: [H-].[Na+].[CH3:3][S:4][C:5]1[CH:10]=[CH:9][C:8]([CH2:11][C:12]#[N:13])=[CH:7][CH:6]=1.[C:14]([O:18][C:19](=[O:27])[N:20]([CH2:24][CH2:25]Cl)[CH2:21][CH2:22]Cl)([CH3:17])([CH3:16])[CH3:15].[Cl-].[NH4+]. (5) Given the product [C:26]([C:24]1[N:25]=[C:20]([C:2]2[N:7]=[N:6][C:5]([C:8]([O:10][CH3:11])=[O:9])=[CH:4][CH:3]=2)[CH:21]=[CH:22][CH:23]=1)#[N:27], predict the reactants needed to synthesize it. The reactants are: Cl[C:2]1[N:7]=[N:6][C:5]([C:8]([O:10][CH3:11])=[O:9])=[CH:4][CH:3]=1.CC1(C)C(C)(C)OB([C:20]2[N:25]=[C:24]([C:26]#[N:27])[CH:23]=[CH:22][CH:21]=2)O1.C([O-])([O-])=O.[K+].[K+].